This data is from Forward reaction prediction with 1.9M reactions from USPTO patents (1976-2016). The task is: Predict the product of the given reaction. (1) Given the reactants CCN(C(C)C)C(C)C.[Br:10][C:11]1[C:12](Cl)=[N:13][CH:14]=[C:15]([CH:30]=1)[C:16]([NH:18][C:19]1[CH:24]=[CH:23][C:22]([S:25][C:26]([F:29])([F:28])[F:27])=[CH:21][CH:20]=1)=[O:17].[NH:32]1[CH2:36][CH2:35][C@H:34]([CH2:37][OH:38])[CH2:33]1, predict the reaction product. The product is: [Br:10][C:11]1[C:12]([N:32]2[CH2:36][CH2:35][C@H:34]([CH2:37][OH:38])[CH2:33]2)=[N:13][CH:14]=[C:15]([CH:30]=1)[C:16]([NH:18][C:19]1[CH:24]=[CH:23][C:22]([S:25][C:26]([F:29])([F:28])[F:27])=[CH:21][CH:20]=1)=[O:17]. (2) Given the reactants C([Si](C)(C)[O:6][C@H:7]1[CH2:11][NH:10][C@@H:9]([C:12]2[CH:17]=[CH:16][CH:15]=[CH:14][C:13]=2[Cl:18])[CH2:8]1)(C)(C)C.Cl.FC(F)(F)C1C=C(C=C(C(F)(F)F)C=1)CN1C(C2C=CN=CC=2)=C(C(O)=O)N=N1.CCN=C=NCCCN(C)C.C1C=CC2N(O)N=NC=2C=1.C(N(CC)CC)C.[F:79][C:80]([F:126])([F:125])[C:81]1[CH:82]=[C:83]([CH:118]=[C:119]([C:121]([F:124])([F:123])[F:122])[CH:120]=1)[CH2:84][N:85]1[C:89]([C:90]2[CH:91]=[N:92][CH:93]=[CH:94][CH:95]=2)=[C:88]([C:96](N2CC(O[Si](C(C)(C)C)(C)C)CC2C2C=CC=CC=2Cl)=[O:97])[N:87]=[N:86]1.CCCC[N+](CCCC)(CCCC)CCCC.[F-], predict the reaction product. The product is: [F:124][C:121]([F:122])([F:123])[C:119]1[CH:118]=[C:83]([CH:82]=[C:81]([C:80]([F:79])([F:126])[F:125])[CH:120]=1)[CH2:84][N:85]1[C:89]([C:90]2[CH:91]=[N:92][CH:93]=[CH:94][CH:95]=2)=[C:88]([C:96]([N:10]2[CH2:11][C@H:7]([OH:6])[CH2:8][C@@H:9]2[C:12]2[CH:17]=[CH:16][CH:15]=[CH:14][C:13]=2[Cl:18])=[O:97])[N:87]=[N:86]1.